Task: Predict the product of the given reaction.. Dataset: Forward reaction prediction with 1.9M reactions from USPTO patents (1976-2016) (1) The product is: [CH3:28][N:18]([C:19]1[CH:24]=[CH:23][C:22]([N+:25]([O-:27])=[O:26])=[CH:21][CH:20]=1)[C:16](=[O:17])[CH2:15][N:5]1[CH2:6][CH2:7][N:2]([CH3:1])[CH2:3][CH2:4]1. Given the reactants [CH3:1][N:2]1[CH2:7][CH2:6][NH:5][CH2:4][CH2:3]1.C(=O)([O-])[O-].[K+].[K+].Cl[CH2:15][C:16]([N:18]([CH3:28])[C:19]1[CH:24]=[CH:23][C:22]([N+:25]([O-:27])=[O:26])=[CH:21][CH:20]=1)=[O:17], predict the reaction product. (2) Given the reactants [F:1][C:2]1[CH:3]=[CH:4][C:5]([NH:18][C:19]([C:21]2[CH:26]=[N:25][C:24]([N:27]3[CH2:33][CH2:32][CH2:31][NH:30][CH2:29][CH2:28]3)=[CH:23][N:22]=2)=[O:20])=[C:6]([CH:17]=1)[C:7]([NH:9][C:10]1[CH:15]=[CH:14][C:13]([Cl:16])=[CH:12][N:11]=1)=[O:8].C(N(CC)C(C)C)(C)C.Br[CH2:44][C:45]([O:47][C:48]([CH3:51])([CH3:50])[CH3:49])=[O:46], predict the reaction product. The product is: [C:48]([O:47][C:45]([CH2:44][N:30]1[CH2:31][CH2:32][CH2:33][N:27]([C:24]2[N:25]=[CH:26][C:21]([C:19]([NH:18][C:5]3[CH:4]=[CH:3][C:2]([F:1])=[CH:17][C:6]=3[C:7]([NH:9][C:10]3[CH:15]=[CH:14][C:13]([Cl:16])=[CH:12][N:11]=3)=[O:8])=[O:20])=[N:22][CH:23]=2)[CH2:28][CH2:29]1)=[O:46])([CH3:51])([CH3:50])[CH3:49]. (3) Given the reactants [NH2:1][C:2]1[C:7]([N+:8]([O-:10])=[O:9])=[CH:6][CH:5]=[CH:4][C:3]=1[OH:11].CS(O[CH:17]1[CH2:22][CH2:21][N:20]([C:23]([O:25][C:26]([CH3:29])([CH3:28])[CH3:27])=[O:24])[CH2:19][CH2:18]1)(=O)=O.C(=O)([O-])[O-].[Cs+].[Cs+], predict the reaction product. The product is: [NH2:1][C:2]1[C:7]([N+:8]([O-:10])=[O:9])=[CH:6][CH:5]=[CH:4][C:3]=1[O:11][CH:17]1[CH2:22][CH2:21][N:20]([C:23]([O:25][C:26]([CH3:29])([CH3:28])[CH3:27])=[O:24])[CH2:19][CH2:18]1. (4) Given the reactants [F:1][C:2]1[CH:3]=[CH:4][C:5]2[O:9][C:8]([C:10](=[O:14])[CH:11]([CH3:13])[CH3:12])=[C:7]([CH3:15])[C:6]=2[CH:16]=1.[BH4-].[Na+].O, predict the reaction product. The product is: [F:1][C:2]1[CH:3]=[CH:4][C:5]2[O:9][C:8]([CH:10]([OH:14])[CH:11]([CH3:12])[CH3:13])=[C:7]([CH3:15])[C:6]=2[CH:16]=1. (5) Given the reactants [CH2:1]([O:3][C:4]1[CH:9]=[CH:8][N:7]([C:10]2[CH:15]=[CH:14][C:13]([F:16])=[CH:12][CH:11]=2)[C:6](=[O:17])[C:5]=1[C:18]([OH:20])=O)[CH3:2].O=S(Cl)[Cl:23], predict the reaction product. The product is: [CH2:1]([O:3][C:4]1[CH:9]=[CH:8][N:7]([C:10]2[CH:15]=[CH:14][C:13]([F:16])=[CH:12][CH:11]=2)[C:6](=[O:17])[C:5]=1[C:18]([Cl:23])=[O:20])[CH3:2].